From a dataset of Reaction yield outcomes from USPTO patents with 853,638 reactions. Predict the reaction yield, written as a fraction of the theoretical maximum amount of product (1.0 means a 100% yield; for example, 0.34 means a 34% yield). (1) The reactants are [F:1][C:2]1[CH:7]=[CH:6][CH:5]=[CH:4][C:3]=1[C:8]1[NH:16][C:11]2=[CH:12][N:13]=[CH:14][CH:15]=[C:10]2[CH:9]=1.[OH-:17].[Na+].[F:19][C:20]([F:32])([F:31])[O:21][C:22]1[CH:30]=[CH:29][C:25]([C:26](Cl)=O)=[CH:24][CH:23]=1.CN([CH:36]=[O:37])C. No catalyst specified. The product is [F:32][C:20]([F:19])([F:31])[C:36]([O-:37])=[O:17].[F:1][C:2]1[CH:7]=[CH:6][CH:5]=[CH:4][C:3]=1[C:8]1[CH:9]=[C:10]2[CH:15]=[CH:14][N:13]([CH2:26][C:25]3[CH:29]=[CH:30][C:22]([O:21][C:20]([F:19])([F:31])[F:32])=[CH:23][CH:24]=3)[CH:12]=[C:11]2[NH+:16]=1. The yield is 0.0800. (2) The product is [OH:8][CH2:9][CH2:10][CH2:11][CH2:12][C@@H:13]1[CH2:14][O:15][CH2:16][C@H:17]([C:26]2[CH:27]=[C:28]([F:34])[C:29]([F:33])=[C:30]([F:32])[CH:31]=2)[N:18]1[C:19]([O:21][C:22]([CH3:25])([CH3:24])[CH3:23])=[O:20]. The yield is 0.895. The reactants are C([O:8][CH2:9][CH2:10][CH2:11][CH2:12][C@H:13]1[N:18]([C:19]([O:21][C:22]([CH3:25])([CH3:24])[CH3:23])=[O:20])[C:17]([C:26]2[CH:31]=[C:30]([F:32])[C:29]([F:33])=[C:28]([F:34])[CH:27]=2)=[CH:16][O:15][CH2:14]1)C1C=CC=CC=1. The catalyst is CO. (3) The reactants are [I:1][C:2]1[CH:7]=[CH:6][NH:5][C:4](=[O:8])[CH:3]=1.C1C=CN=C(C2C=[CH:17][CH:18]=[CH:19]N=2)C=1.C1(B(O)O)CC1.C([O-])([O-])=O.[Na+].[Na+]. The catalyst is ClC(Cl)C.CC([O-])=O.CC([O-])=O.[Cu+2]. The product is [CH:17]1([N:5]2[CH:6]=[CH:7][C:2]([I:1])=[CH:3][C:4]2=[O:8])[CH2:18][CH2:19]1. The yield is 0.810. (4) The reactants are [NH2:1][C:2]1[S:3][C:4]2[C:9]([NH:10][C@H:11]([CH2:14][CH:15]([CH3:17])[CH3:16])[CH2:12][OH:13])=[N:8][C:7]([SH:18])=[N:6][C:5]=2[N:19]=1.[Cl:20][C:21]1[CH:22]=[CH:23][C:24]([C@H:27](Cl)[CH3:28])=[N:25][CH:26]=1. No catalyst specified. The product is [NH2:1][C:2]1[S:3][C:4]2[C:9]([NH:10][C@H:11]([CH2:14][CH:15]([CH3:16])[CH3:17])[CH2:12][OH:13])=[N:8][C:7]([S:18][C@H:27]([C:24]3[CH:23]=[CH:22][C:21]([Cl:20])=[CH:26][N:25]=3)[CH3:28])=[N:6][C:5]=2[N:19]=1. The yield is 0.300.